From a dataset of Full USPTO retrosynthesis dataset with 1.9M reactions from patents (1976-2016). Predict the reactants needed to synthesize the given product. Given the product [CH3:1][O:2][CH2:3][C:4]1[NH:13][C:12](=[O:14])[C:11]2[C:6](=[CH:7][C:8]3[CH2:17][CH2:16][CH:15]([N:18]([C:22]4[CH:23]=[CH:24][C:25]([C:26]([OH:28])=[O:27])=[CH:33][CH:34]=4)[CH2:19][C:20]#[CH:21])[C:9]=3[CH:10]=2)[N:5]=1, predict the reactants needed to synthesize it. The reactants are: [CH3:1][O:2][CH2:3][C:4]1[NH:13][C:12](=[O:14])[C:11]2[C:6](=[CH:7][C:8]3[CH2:17][CH2:16][CH:15]([N:18]([C:22]4[CH:34]=[CH:33][C:25]([C:26]([O:28]C(C)(C)C)=[O:27])=[CH:24][CH:23]=4)[CH2:19][C:20]#[CH:21])[C:9]=3[CH:10]=2)[N:5]=1.